From a dataset of Peptide-MHC class I binding affinity with 185,985 pairs from IEDB/IMGT. Regression. Given a peptide amino acid sequence and an MHC pseudo amino acid sequence, predict their binding affinity value. This is MHC class I binding data. (1) The peptide sequence is GRDNRRGP. The MHC is Mamu-B03 with pseudo-sequence Mamu-B03. The binding affinity (normalized) is 0. (2) The peptide sequence is IEELFYSYA. The MHC is HLA-B40:02 with pseudo-sequence HLA-B40:02. The binding affinity (normalized) is 0.258. (3) The peptide sequence is FFGETSHNY. The MHC is HLA-A01:01 with pseudo-sequence HLA-A01:01. The binding affinity (normalized) is 0.0847. (4) The peptide sequence is YPKTFGWLW. The MHC is Mamu-B52 with pseudo-sequence Mamu-B52. The binding affinity (normalized) is 0.585. (5) The peptide sequence is KVQEWYLSY. The MHC is HLA-B35:01 with pseudo-sequence HLA-B35:01. The binding affinity (normalized) is 0.295. (6) The binding affinity (normalized) is 0.0847. The peptide sequence is SDDQLRLLK. The MHC is HLA-B18:01 with pseudo-sequence HLA-B18:01. (7) The peptide sequence is FPNLQVDPT. The MHC is HLA-B57:01 with pseudo-sequence HLA-B57:01. The binding affinity (normalized) is 0.0847. (8) The peptide sequence is SVIWMMWYW. The MHC is HLA-A02:02 with pseudo-sequence HLA-A02:02. The binding affinity (normalized) is 0.